This data is from Catalyst prediction with 721,799 reactions and 888 catalyst types from USPTO. The task is: Predict which catalyst facilitates the given reaction. (1) Reactant: [NH2:1][C:2]1[S:3][C:4]([CH3:17])=[C:5]([CH3:16])[C:6]=1[C:7]([C:9]1[CH:14]=[CH:13][C:12]([Cl:15])=[CH:11][CH:10]=1)=O.C1(C(=[N:31][C@@:32]2([C:38](OCC)=[O:39])[CH2:34][C@H:33]2[CH2:35][O:36][CH3:37])C2C=CC=CC=2)C=CC=CC=1.CC(C)([O-])C.[K+].C(O)(=O)C. Product: [Cl:15][C:12]1[CH:13]=[CH:14][C:9]([C:7]2[C:6]3[C:5]([CH3:16])=[C:4]([CH3:17])[S:3][C:2]=3[NH:1][C:38](=[O:39])[C@@:32]3([CH2:34][C@H:33]3[CH2:35][O:36][CH3:37])[N:31]=2)=[CH:10][CH:11]=1. The catalyst class is: 219. (2) Reactant: [CH3:1][O:2][C:3]1[C:8]2[C:9]([CH:12]=[O:13])=[CH:10][O:11][C:7]=2[CH:6]=[CH:5][CH:4]=1.[BH4-].[Na+]. Product: [CH3:1][O:2][C:3]1[C:8]2[C:9]([CH2:12][OH:13])=[CH:10][O:11][C:7]=2[CH:6]=[CH:5][CH:4]=1. The catalyst class is: 5. (3) Reactant: [Cl:1][C:2]1[CH:3]=[C:4]([CH:24]=[CH:25][C:26]=1[O:27][CH3:28])[C:5]([NH:7][C:8]1[CH:16]=[CH:15][C:14]([O:17][C:18]2[CH:23]=[CH:22][CH:21]=[CH:20][CH:19]=2)=[CH:13][C:9]=1[C:10]([OH:12])=O)=[O:6].C(N=C=NC(C)C)(C)C.C1C=CC2N(O)N=NC=2C=1.[CH2:48]([NH2:56])[CH2:49][C:50]1[CH:55]=[CH:54][CH:53]=[CH:52][CH:51]=1. Product: [Cl:1][C:2]1[CH:3]=[C:4]([CH:24]=[CH:25][C:26]=1[O:27][CH3:28])[C:5]([NH:7][C:8]1[CH:16]=[CH:15][C:14]([O:17][C:18]2[CH:23]=[CH:22][CH:21]=[CH:20][CH:19]=2)=[CH:13][C:9]=1[C:10]([NH:56][CH2:48][CH2:49][C:50]1[CH:55]=[CH:54][CH:53]=[CH:52][CH:51]=1)=[O:12])=[O:6]. The catalyst class is: 3.